Predict the reactants needed to synthesize the given product. From a dataset of Full USPTO retrosynthesis dataset with 1.9M reactions from patents (1976-2016). Given the product [CH3:10][C:3]1[CH:4]=[CH:5][C:6]([CH2:8][OH:9])=[N:7][C:2]=1[NH:12][CH3:11], predict the reactants needed to synthesize it. The reactants are: Cl[C:2]1[N:7]=[C:6]([CH2:8][OH:9])[CH:5]=[CH:4][C:3]=1[CH3:10].[CH3:11][NH2:12].